Dataset: Reaction yield outcomes from USPTO patents with 853,638 reactions. Task: Predict the reaction yield, written as a fraction of the theoretical maximum amount of product (1.0 means a 100% yield; for example, 0.34 means a 34% yield). (1) The reactants are Br[C:2]1[CH:7]=[CH:6][C:5]([NH:8][C:9]2[O:10][C:11]3[CH:17]=[CH:16][C:15]([CH3:18])=[CH:14][C:12]=3[N:13]=2)=[CH:4][CH:3]=1.[CH3:19][Si:20]([CH3:42])([CH3:41])[CH2:21][CH2:22][O:23][C:24]([C@@H:26]1[CH2:31][CH2:30][CH2:29][CH2:28][C@H:27]1[C:32](=[O:40])[C:33]1[CH:38]=[CH:37][C:36](Br)=[CH:35][CH:34]=1)=[O:25].C([O-])(O)=O.[Na+].ClCCl. The catalyst is CCOC(C)=O.C1C=CC(P(C2C=CC=CC=2)[C-]2C=CC=C2)=CC=1.C1C=CC(P(C2C=CC=CC=2)[C-]2C=CC=C2)=CC=1.Cl[Pd]Cl.[Fe+2].CCO.C1(C)C=CC=CC=1. The product is [CH3:19][Si:20]([CH3:42])([CH3:41])[CH2:21][CH2:22][O:23][C:24]([C@@H:26]1[CH2:31][CH2:30][CH2:29][CH2:28][C@H:27]1[C:32]([C:33]1[CH:34]=[CH:35][C:36]([C:2]2[CH:7]=[CH:6][C:5]([NH:8][C:9]3[O:10][C:11]4[CH:17]=[CH:16][C:15]([CH3:18])=[CH:14][C:12]=4[N:13]=3)=[CH:4][CH:3]=2)=[CH:37][CH:38]=1)=[O:40])=[O:25]. The yield is 0.500. (2) The reactants are [NH2:1][C:2]1[N:11]=[CH:10][C:9]2[C:8](SC)=[N:7][CH:6]=[N:5][C:4]=2[CH:3]=1.[CH3:14][O:15][C:16]1[CH:21]=[CH:20][CH:19]=[C:18]([NH2:22])[CH:17]=1. No catalyst specified. The product is [NH2:1][C:2]1[N:11]=[CH:10][C:9]2[C:8]([NH:22][C:18]3[CH:19]=[CH:20][CH:21]=[C:16]([O:15][CH3:14])[CH:17]=3)=[N:7][CH:6]=[N:5][C:4]=2[CH:3]=1. The yield is 0.430. (3) The reactants are C1(C2N=C(NC(C3C=CN4C(=O)C(/C=C/C(O)=O)=C(N5CCCC(O)C5)N=C4C=3)=O)SC=2)CCC1.[CH:36]1([C:40]2[N:41]=[C:42]([NH:45][C:46]([C:48]3[CH:71]=[CH:70][N:51]4[C:52](=[O:69])[C:53](/[CH:63]=[CH:64]/[C:65]([O:67]C)=[O:66])=[C:54]([N:56]5[CH2:61][CH2:60][N:59]([CH3:62])[CH2:58][CH2:57]5)[N:55]=[C:50]4[CH:49]=3)=[O:47])[S:43][CH:44]=2)[CH2:39][CH2:38][CH2:37]1. No catalyst specified. The product is [CH:36]1([C:40]2[N:41]=[C:42]([NH:45][C:46]([C:48]3[CH:71]=[CH:70][N:51]4[C:52](=[O:69])[C:53](/[CH:63]=[CH:64]/[C:65]([OH:67])=[O:66])=[C:54]([N:56]5[CH2:57][CH2:58][N:59]([CH3:62])[CH2:60][CH2:61]5)[N:55]=[C:50]4[CH:49]=3)=[O:47])[S:43][CH:44]=2)[CH2:39][CH2:38][CH2:37]1. The yield is 0.590. (4) The product is [Br:1][CH2:38][CH2:37][O:36][CH2:35][C:31]1[CH:32]=[CH:33][CH:34]=[C:29]([F:28])[CH:30]=1. The catalyst is C(Cl)Cl.[Al]. The yield is 0.780. The reactants are [Br:1]N1C(=O)CCC1=O.C1(P(C2C=CC=CC=2)C2C=CC=CC=2)C=CC=CC=1.[F:28][C:29]1[CH:30]=[C:31]([CH2:35][O:36][CH2:37][CH2:38]O)[CH:32]=[CH:33][CH:34]=1.